This data is from Forward reaction prediction with 1.9M reactions from USPTO patents (1976-2016). The task is: Predict the product of the given reaction. (1) Given the reactants [CH3:1][N:2]1[CH2:7][CH2:6][N:5]([S:8]([C:11]2[CH:20]=[C:19]3[C:14]([CH2:15][CH2:16][NH:17][CH2:18]3)=[CH:13][CH:12]=2)(=[O:10])=[O:9])[CH2:4][CH2:3]1.[CH:21]([O:24][C:25]1[CH:33]=[CH:32][C:31]([S:34]([CH3:37])(=[O:36])=[O:35])=[CH:30][C:26]=1[C:27](O)=[O:28])([CH3:23])[CH3:22], predict the reaction product. The product is: [CH:21]([O:24][C:25]1[CH:33]=[CH:32][C:31]([S:34]([CH3:37])(=[O:36])=[O:35])=[CH:30][C:26]=1[C:27]([N:17]1[CH2:16][CH2:15][C:14]2[C:19](=[CH:20][C:11]([S:8]([N:5]3[CH2:6][CH2:7][N:2]([CH3:1])[CH2:3][CH2:4]3)(=[O:10])=[O:9])=[CH:12][CH:13]=2)[CH2:18]1)=[O:28])([CH3:23])[CH3:22]. (2) Given the reactants [NH2:1][C:2]1[CH:7]=[CH:6][C:5]([C:8]2[N:9]([C:17]([NH2:19])=[O:18])[C:10]3[C:15]([CH:16]=2)=[CH:14][CH:13]=[CH:12][CH:11]=3)=[CH:4][CH:3]=1.[CH2:20]([C:22]1[CH:23]=[C:24]([N:28]=[C:29]=[O:30])[CH:25]=[CH:26][CH:27]=1)[CH3:21], predict the reaction product. The product is: [CH2:20]([C:22]1[CH:23]=[C:24]([NH:28][C:29]([NH:1][C:2]2[CH:7]=[CH:6][C:5]([C:8]3[N:9]([C:17]([NH2:19])=[O:18])[C:10]4[C:15]([CH:16]=3)=[CH:14][CH:13]=[CH:12][CH:11]=4)=[CH:4][CH:3]=2)=[O:30])[CH:25]=[CH:26][CH:27]=1)[CH3:21]. (3) Given the reactants BrC1C=C(S(NC2C(O)=CC(Cl)=CN=2)(=O)=O)C=NC=1.[Br:20][C:21]1[CH:22]=[C:23]([O:37]C)[C:24]([NH:27][S:28]([C:31]2[CH:36]=[CH:35][CH:34]=[CH:33][CH:32]=2)(=[O:30])=[O:29])=[N:25][CH:26]=1.BrC1C=C(S(NC2C(OC)=CC(Cl)=CN=2)(=O)=O)C=NC=1, predict the reaction product. The product is: [Br:20][C:21]1[CH:22]=[C:23]([OH:37])[C:24]([NH:27][S:28]([C:31]2[CH:36]=[CH:35][CH:34]=[CH:33][CH:32]=2)(=[O:30])=[O:29])=[N:25][CH:26]=1. (4) Given the reactants [C:1](O)(=[O:4])[C:2]#[CH:3].O=C1N(P(Cl)(N2CCOC2=O)=O)CCO1.C(N(C(C)C)C(C)C)C.Cl.[NH2:31][C:32]1[N:37]=[CH:36][N:35]=[C:34]([NH:38][CH2:39][C@@H:40]2[CH2:45][CH2:44][NH:43][CH2:42][C@H:41]2[OH:46])[C:33]=1[C:47]1[CH:52]=[CH:51][C:50]([O:53][C:54]2[CH:59]=[CH:58][CH:57]=[CH:56][CH:55]=2)=[CH:49][CH:48]=1, predict the reaction product. The product is: [NH2:31][C:32]1[N:37]=[CH:36][N:35]=[C:34]([NH:38][CH2:39][C@@H:40]2[CH2:45][CH2:44][N:43]([C:1](=[O:4])[C:2]#[CH:3])[CH2:42][C@H:41]2[OH:46])[C:33]=1[C:47]1[CH:52]=[CH:51][C:50]([O:53][C:54]2[CH:59]=[CH:58][CH:57]=[CH:56][CH:55]=2)=[CH:49][CH:48]=1. (5) The product is: [CH2:2]1[O:3][C:4]2([CH:10]3[CH2:9][CH2:11][CH:6]2[CH2:7][CH:19]([NH:16][CH3:17])[CH2:20]3)[O:13][CH2:1]1. Given the reactants [CH2:1]1[O:13][C:4]2([CH2:10][CH:9]3[C:11](=O)[CH:6]([CH2:7]C3)C2)[O:3][CH2:2]1.CC[N:16]([CH2:19][CH3:20])[CH2:17]C.CN.[BH4-].[Na+], predict the reaction product.